From a dataset of Retrosynthesis with 50K atom-mapped reactions and 10 reaction types from USPTO. Predict the reactants needed to synthesize the given product. (1) The reactants are: CC(CSC(=O)c1ccccc1)C(=O)Cl.O=C(O)C1Cc2ccccc2CN1. Given the product CC(CSC(=O)c1ccccc1)C(=O)N1Cc2ccccc2CC1C(=O)O, predict the reactants needed to synthesize it. (2) Given the product CS(=O)(=O)Nc1cccc(-c2cccc3nc(N)nn23)c1, predict the reactants needed to synthesize it. The reactants are: CS(=O)(=O)Nc1cccc(B(O)O)c1.Nc1nc2cccc(Br)n2n1.